Predict the reactants needed to synthesize the given product. From a dataset of Full USPTO retrosynthesis dataset with 1.9M reactions from patents (1976-2016). (1) Given the product [CH2:1]([C:3]1[CH:4]=[C:5]2[C:10](=[CH:11][CH:12]=1)[N:9]1[C:13]([CH2:16][CH2:17][C:18]([OH:20])=[O:19])=[N:14][CH:15]=[C:8]1[C:7](=[O:23])[NH:6]2)[CH3:2], predict the reactants needed to synthesize it. The reactants are: [CH2:1]([C:3]1[CH:4]=[C:5]2[C:10](=[CH:11][CH:12]=1)[N:9]1[C:13]([CH2:16][CH2:17][C:18]([O:20]CC)=[O:19])=[N:14][CH:15]=[C:8]1[C:7](=[O:23])[NH:6]2)[CH3:2].Cl. (2) Given the product [C:1]([O:5][C:6](=[O:7])[NH:8][C@H:9]([C:10](=[O:11])[NH2:21])[CH2:13][CH2:14][CH2:15][CH2:16][N:17]([CH3:19])[CH3:18])([CH3:4])([CH3:3])[CH3:2], predict the reactants needed to synthesize it. The reactants are: [C:1]([O:5][C:6]([NH:8][C@@H:9]([CH2:13][CH2:14][CH2:15][CH2:16][N:17]([CH3:19])[CH3:18])[C:10](O)=[O:11])=[O:7])([CH3:4])([CH3:3])[CH3:2].C[N:21]1CCOCC1.ClC(OCC(C)C)=O.[OH-].[NH4+]. (3) Given the product [S:11]1[C:15]2[C:16]([CH:20]=[O:21])=[CH:17][CH:18]=[CH:19][C:14]=2[N:13]=[N:12]1, predict the reactants needed to synthesize it. The reactants are: C(Cl)(=O)C(Cl)=O.CS(C)=O.[S:11]1[C:15]2[C:16]([CH2:20][OH:21])=[CH:17][CH:18]=[CH:19][C:14]=2[N:13]=[N:12]1.C(N(CC)CC)C.[Cl-].[NH4+]. (4) Given the product [CH2:1]([C:3]1[CH:8]=[CH:7][C:6]([O:9][C:15]([CH3:22])([CH3:21])[C:16]([O:18][CH2:19][CH3:20])=[O:17])=[CH:5][C:4]=1[O:10][CH2:11][O:12][CH3:13])[CH3:2], predict the reactants needed to synthesize it. The reactants are: [CH2:1]([C:3]1[CH:8]=[CH:7][C:6]([OH:9])=[CH:5][C:4]=1[O:10][CH2:11][O:12][CH3:13])[CH3:2].Br[C:15]([CH3:22])([CH3:21])[C:16]([O:18][CH2:19][CH3:20])=[O:17].C(=O)([O-])[O-].[K+].[K+].[Cl-].[NH4+].